From a dataset of Catalyst prediction with 721,799 reactions and 888 catalyst types from USPTO. Predict which catalyst facilitates the given reaction. (1) The catalyst class is: 1. Reactant: Cl[CH:2]=[CH:3][C:4]1[C:5]([C:11]([F:14])([F:13])[F:12])=[N:6][N:7]([CH3:10])[C:8]=1[CH3:9].CC(C)([O-])C.[K+].[Cl-].[NH4+]. Product: [C:3]([C:4]1[C:5]([C:11]([F:13])([F:14])[F:12])=[N:6][N:7]([CH3:10])[C:8]=1[CH3:9])#[CH:2]. (2) Reactant: [CH2:1]([O:8][C:9]1[CH:21]=[C:20]2[C:12]([C:13]3[CH:14]=[CH:15][C:16]([NH:22][CH3:23])=[CH:17][C:18]=3[NH:19]2)=[CH:11][CH:10]=1)[C:2]1[CH:7]=[CH:6][CH:5]=[CH:4][CH:3]=1.[CH:24]([OH:26])=O.C(Cl)CCl. Product: [CH2:1]([O:8][C:9]1[CH:21]=[C:20]2[C:12]([C:13]3[CH:14]=[CH:15][C:16]([N:22]([CH3:23])[CH:24]=[O:26])=[CH:17][C:18]=3[NH:19]2)=[CH:11][CH:10]=1)[C:2]1[CH:3]=[CH:4][CH:5]=[CH:6][CH:7]=1. The catalyst class is: 377.